From a dataset of Reaction yield outcomes from USPTO patents with 853,638 reactions. Predict the reaction yield, written as a fraction of the theoretical maximum amount of product (1.0 means a 100% yield; for example, 0.34 means a 34% yield). (1) The product is [N:13]1([CH:19]2[CH2:24][CH2:23][CH:22]([N:25]3[C:30](=[O:31])[C:29]([CH2:32][C:33]4[CH:38]=[CH:37][C:36]([C:39]5[CH:44]=[CH:43][CH:42]=[CH:41][C:40]=5[C:45]5[NH:3][C:4](=[O:7])[O:5][N:46]=5)=[CH:35][CH:34]=4)=[C:28]([CH2:47][CH2:48][CH3:49])[N:27]4[N:50]=[CH:51][N:52]=[C:26]34)[CH2:21][CH2:20]2)[CH2:18][CH2:17][O:16][CH2:15][CH2:14]1. The reactants are [Cl-].O[NH3+:3].[C:4](=[O:7])([O-])[OH:5].[Na+].CS(C)=O.[N:13]1([CH:19]2[CH2:24][CH2:23][CH:22]([N:25]3[C:30](=[O:31])[C:29]([CH2:32][C:33]4[CH:38]=[CH:37][C:36]([C:39]5[C:40]([C:45]#[N:46])=[CH:41][CH:42]=[CH:43][CH:44]=5)=[CH:35][CH:34]=4)=[C:28]([CH2:47][CH2:48][CH3:49])[N:27]4[N:50]=[CH:51][N:52]=[C:26]34)[CH2:21][CH2:20]2)[CH2:18][CH2:17][O:16][CH2:15][CH2:14]1. The catalyst is C(OCC)(=O)C. The yield is 0.200. (2) The reactants are [OH:1]S(O)(=O)=O.[NH2:6][C:7]1[N:11]([CH2:12][CH2:13][C:14]2[CH:19]=[CH:18][CH:17]=[CH:16][CH:15]=2)[N:10]=[CH:9][C:8]=1[C:20]#N.[OH2:22]. No catalyst specified. The product is [NH2:6][C:7]1[N:11]([CH2:12][CH2:13][C:14]2[CH:19]=[CH:18][CH:17]=[CH:16][CH:15]=2)[N:10]=[CH:9][C:8]=1[C:20]([OH:1])=[O:22]. The yield is 0.470. (3) The reactants are O.[O:2]=[CH:3][C@@H:4]([C@H:6]([C@@H:8]([C@@H:10]([CH2:12][OH:13])[OH:11])[OH:9])[OH:7])[OH:5].[C:14]([O-:26])(=[O:25])[CH2:15][C:16]([CH2:21][C:22]([O-:24])=[O:23])([C:18]([O-:20])=[O:19])[OH:17].[NH4+:27].[NH4+].[NH4+]. No catalyst specified. The product is [C:14]([O-:26])(=[O:25])[CH2:15][C:16]([CH2:21][C:22]([O-:24])=[O:23])([C:18]([O-:20])=[O:19])[OH:17].[NH4+:27].[NH4+:27].[NH4+:27].[O:2]=[CH:3][C@@H:4]([C@H:6]([C@@H:8]([C@@H:10]([CH2:12][OH:13])[OH:11])[OH:9])[OH:7])[OH:5]. The yield is 0.150. (4) The reactants are [C:1]([C:3]1[CH:8]=[CH:7][CH:6]=[CH:5][C:4]=1[C:9]1[CH:14]=[CH:13][C:12]([CH2:15][C:16]2[C:21](=[O:22])[N:20]([C:23]3[CH:36]=[CH:35][C:26]([O:27][C:28]([CH3:34])([CH3:33])[C:29](OC)=[O:30])=[CH:25][CH:24]=3)[C:19]([CH3:37])=[N:18][C:17]=2[CH2:38][CH2:39][CH3:40])=[C:11]([F:41])[CH:10]=1)#[N:2].[BH4-].[Li+].C(OCC)(=O)C.O. The catalyst is O1CCCC1. The product is [F:41][C:11]1[CH:10]=[C:9]([C:4]2[C:3]([C:1]#[N:2])=[CH:8][CH:7]=[CH:6][CH:5]=2)[CH:14]=[CH:13][C:12]=1[CH2:15][C:16]1[C:21](=[O:22])[N:20]([C:23]2[CH:36]=[CH:35][C:26]([O:27][C:28]([CH3:33])([CH3:34])[CH2:29][OH:30])=[CH:25][CH:24]=2)[C:19]([CH3:37])=[N:18][C:17]=1[CH2:38][CH2:39][CH3:40]. The yield is 0.730. (5) The reactants are [Cl:1][C:2]1[N:7]=[C:6]([CH2:8][C:9]([C:11]2[C:12]([F:29])=[C:13]([NH:17][S:18]([C:21]3[C:26]([F:27])=[CH:25][CH:24]=[CH:23][C:22]=3[F:28])(=[O:20])=[O:19])[CH:14]=[CH:15][CH:16]=2)=O)[CH:5]=[CH:4][N:3]=1.[CH:30]1([C:36](=[S:38])[NH2:37])[CH2:35][CH2:34][CH2:33][CH2:32][CH2:31]1. No catalyst specified. The product is [Cl:1][C:2]1[N:7]=[C:6]([C:8]2[S:38][C:36]([CH:30]3[CH2:35][CH2:34][CH2:33][CH2:32][CH2:31]3)=[N:37][C:9]=2[C:11]2[C:12]([F:29])=[C:13]([NH:17][S:18]([C:21]3[C:26]([F:27])=[CH:25][CH:24]=[CH:23][C:22]=3[F:28])(=[O:20])=[O:19])[CH:14]=[CH:15][CH:16]=2)[CH:5]=[CH:4][N:3]=1. The yield is 0.660. (6) The reactants are [N:1]1[N:5]2[C:6]3[CH2:13][CH2:12][NH:11][CH2:10][C:7]=3[CH:8]=[N:9][C:4]2=[CH:3][CH:2]=1.[C:14]([O:18][C:19]([NH:21][C:22]1[CH:27]=[CH:26][CH:25]=[C:24](Br)[CH:23]=1)=[O:20])([CH3:17])([CH3:16])[CH3:15].COC1C=CC=C(OC)C=1C1C=CC=CC=1P(C1CCCCC1)C1CCCCC1.C([O-])([O-])=O.[Cs+].[Cs+]. The catalyst is C1(C)C=CC=CC=1.CC([O-])=O.CC([O-])=O.[Pd+2]. The product is [N:1]1[N:5]2[C:6]3[CH2:13][CH2:12][N:11]([C:24]4[CH:23]=[C:22]([NH:21][C:19](=[O:20])[O:18][C:14]([CH3:16])([CH3:15])[CH3:17])[CH:27]=[CH:26][CH:25]=4)[CH2:10][C:7]=3[CH:8]=[N:9][C:4]2=[CH:3][CH:2]=1. The yield is 0.444. (7) The reactants are [CH2:1]([O:8][CH2:9][N:10]1[C:15](=[O:16])[C:14]([Br:17])=[N:13][N:12]([CH2:18][C:19](F)(F)[C:20]2[CH:25]=[CH:24][CH:23]=[CH:22][CH:21]=2)[C:11]1=[O:28])[C:2]1[CH:7]=[CH:6][CH:5]=[CH:4][CH:3]=1.[F:29][C:30]1C2C(=CC=CC=2)C(CO)=[CH:32][CH:31]=1. No catalyst specified. The product is [CH2:1]([O:8][CH2:9][N:10]1[C:15](=[O:16])[C:14]([Br:17])=[N:13][N:12]([CH2:18][C:19]2[C:20]3[C:25](=[CH:24][CH:23]=[CH:22][CH:21]=3)[C:30]([F:29])=[CH:31][CH:32]=2)[C:11]1=[O:28])[C:2]1[CH:7]=[CH:6][CH:5]=[CH:4][CH:3]=1. The yield is 0.710.